Predict the product of the given reaction. From a dataset of Forward reaction prediction with 1.9M reactions from USPTO patents (1976-2016). (1) Given the reactants [CH2:1]([O:8][C:9]([N:11]1[CH2:17][CH2:16][CH:15]([NH:18][C:19]([C:21]2[CH:26]=[CH:25][CH:24]=[CH:23][N:22]=2)=[O:20])[CH:14]([OH:27])[CH2:13][CH2:12]1)=[O:10])[C:2]1[CH:7]=[CH:6][CH:5]=[CH:4][CH:3]=1.CC(OI1(OC(C)=O)(OC(C)=O)OC(=O)C2C=CC=CC1=2)=O.C([O-])(O)=O.[Na+], predict the reaction product. The product is: [CH2:1]([O:8][C:9]([N:11]1[CH2:17][CH2:16][CH:15]([NH:18][C:19]([C:21]2[CH:26]=[CH:25][CH:24]=[CH:23][N:22]=2)=[O:20])[C:14](=[O:27])[CH2:13][CH2:12]1)=[O:10])[C:2]1[CH:7]=[CH:6][CH:5]=[CH:4][CH:3]=1. (2) Given the reactants [F:1][C:2]([F:39])([F:38])[C:3]([C:9]1[CH:14]=[CH:13][C:12]([N:15]2[CH2:20][CH2:19][N:18]([S:21]([C:24]3[S:25][CH:26]=[CH:27][CH:28]=3)(=[O:23])=[O:22])[CH2:17][CH:16]2[CH2:29][C:30]2[CH:35]=[CH:34][CH:33]=[C:32]([O:36]C)[CH:31]=2)=[CH:11][CH:10]=1)([OH:8])[C:4]([F:7])([F:6])[F:5].B(Br)(Br)Br, predict the reaction product. The product is: [F:39][C:2]([F:1])([F:38])[C:3]([C:9]1[CH:14]=[CH:13][C:12]([N:15]2[CH2:20][CH2:19][N:18]([S:21]([C:24]3[S:25][CH:26]=[CH:27][CH:28]=3)(=[O:23])=[O:22])[CH2:17][CH:16]2[CH2:29][C:30]2[CH:31]=[C:32]([OH:36])[CH:33]=[CH:34][CH:35]=2)=[CH:11][CH:10]=1)([OH:8])[C:4]([F:7])([F:6])[F:5]. (3) Given the reactants Cl[C:2]1[N:7]=[C:6]([N:8]2[CH2:13][CH2:12][O:11][CH2:10][CH2:9]2)[N:5]=[C:4]([N:14]2[C:18]3[CH:19]=[CH:20][CH:21]=[C:22]([O:23][CH3:24])[C:17]=3[N:16]=[C:15]2[CH:25]([F:27])[F:26])[N:3]=1.[NH2:28][C@H:29]1[CH2:34][CH2:33][CH2:32][N:31]([C:35]([O:37][C:38]([CH3:41])([CH3:40])[CH3:39])=[O:36])[CH2:30]1, predict the reaction product. The product is: [F:26][CH:25]([F:27])[C:15]1[N:14]([C:4]2[N:5]=[C:6]([N:8]3[CH2:13][CH2:12][O:11][CH2:10][CH2:9]3)[N:7]=[C:2]([NH:28][C@H:29]3[CH2:34][CH2:33][CH2:32][N:31]([C:35]([O:37][C:38]([CH3:41])([CH3:40])[CH3:39])=[O:36])[CH2:30]3)[N:3]=2)[C:18]2[CH:19]=[CH:20][CH:21]=[C:22]([O:23][CH3:24])[C:17]=2[N:16]=1. (4) Given the reactants [CH3:1][N:2]1[CH2:8][CH2:7][CH2:6][N:5]([C:9]2[CH:14]=[CH:13][C:12]([N+:15]([O-])=O)=[C:11]([O:18][CH:19]([CH3:21])[CH3:20])[CH:10]=2)[CH2:4][CH2:3]1, predict the reaction product. The product is: [CH3:1][N:2]1[CH2:8][CH2:7][CH2:6][N:5]([C:9]2[CH:14]=[CH:13][C:12]([NH2:15])=[C:11]([O:18][CH:19]([CH3:21])[CH3:20])[CH:10]=2)[CH2:4][CH2:3]1. (5) Given the reactants [NH2:1][C@@H:2]1[CH2:7][CH2:6][CH2:5][CH2:4][C@H:3]1[C:8]([OH:10])=[O:9].[OH-].[Na+].[Cl:13][C:14]1[CH:19]=[CH:18][C:17]([S:20](Cl)(=[O:22])=[O:21])=[CH:16][CH:15]=1, predict the reaction product. The product is: [Cl:13][C:14]1[CH:19]=[CH:18][C:17]([S:20]([NH:1][C@@H:2]2[CH2:7][CH2:6][CH2:5][CH2:4][C@H:3]2[C:8]([OH:10])=[O:9])(=[O:22])=[O:21])=[CH:16][CH:15]=1. (6) Given the reactants FC(F)(F)S(O[C:7]1[CH:16]=[CH:15][C:14]2[O:13][C@@:12]3([CH3:21])[CH2:17][CH2:18][CH2:19][O:20][C@@H:11]3[C@:10]3([CH2:25][O:24][C:23]([NH2:26])=[N:22]3)[C:9]=2[CH:8]=1)(=O)=O.[Cl:29][C:30]1[CH:31]=[C:32](B(O)O)[CH:33]=[N:34][CH:35]=1.C([O-])([O-])=O.[Na+].[Na+], predict the reaction product. The product is: [Cl:29][C:30]1[CH:31]=[C:32]([C:7]2[CH:16]=[CH:15][C:14]3[O:13][C@@:12]4([CH3:21])[CH2:17][CH2:18][CH2:19][O:20][C@@H:11]4[C@:10]4([CH2:25][O:24][C:23]([NH2:26])=[N:22]4)[C:9]=3[CH:8]=2)[CH:33]=[N:34][CH:35]=1.